Dataset: Catalyst prediction with 721,799 reactions and 888 catalyst types from USPTO. Task: Predict which catalyst facilitates the given reaction. (1) Reactant: [CH3:1][C:2]1[CH:6]=[C:5]([NH:7][C:8]2[CH:15]=[C:14]([NH:16][CH:17]3[CH2:23][CH2:22][CH2:21][CH2:20][NH:19][C:18]3=[O:24])[CH:13]=[CH:12][C:9]=2[C:10]#[N:11])[S:4][N:3]=1.[OH-].[Na+].OO.CC(O)=[O:31]. Product: [CH3:1][C:2]1[CH:6]=[C:5]([NH:7][C:8]2[CH:15]=[C:14]([NH:16][CH:17]3[CH2:23][CH2:22][CH2:21][CH2:20][NH:19][C:18]3=[O:24])[CH:13]=[CH:12][C:9]=2[C:10]([NH2:11])=[O:31])[S:4][N:3]=1. The catalyst class is: 593. (2) Reactant: [NH2:1][C:2]1[CH:7]=[CH:6][C:5]([NH:8][C:9]2[N:14]=[C:13]([NH:15][C:16]3[CH:25]=[CH:24][CH:23]=[CH:22][C:17]=3[C:18]([NH:20][CH3:21])=[O:19])[C:12]([Cl:26])=[CH:11][N:10]=2)=[C:4]([O:27][CH3:28])[CH:3]=1.CCN(C(C)C)C(C)C.[C:38](Cl)(=[O:41])[CH:39]=[CH2:40]. Product: [C:38]([NH:1][C:2]1[CH:7]=[CH:6][C:5]([NH:8][C:9]2[N:14]=[C:13]([NH:15][C:16]3[CH:25]=[CH:24][CH:23]=[CH:22][C:17]=3[C:18]([NH:20][CH3:21])=[O:19])[C:12]([Cl:26])=[CH:11][N:10]=2)=[C:4]([O:27][CH3:28])[CH:3]=1)(=[O:41])[CH:39]=[CH2:40]. The catalyst class is: 2. (3) Reactant: C(OC(=O)[NH:7][C:8]1[CH:13]=[C:12]([O:14][CH2:15][C:16]([F:19])([F:18])[F:17])[C:11]([Cl:20])=[CH:10][C:9]=1[NH:21][C:22](=[O:38])[CH2:23][C:24](=O)[C:25]1[CH:30]=[CH:29][CH:28]=[C:27]([C:31]2[CH:32]=[N:33][CH:34]=[CH:35][CH:36]=2)[CH:26]=1)(C)(C)C.C(O)(C(F)(F)F)=O. Product: [Cl:20][C:11]1[C:12]([O:14][CH2:15][C:16]([F:19])([F:18])[F:17])=[CH:13][C:8]2[N:7]=[C:24]([C:25]3[CH:30]=[CH:29][CH:28]=[C:27]([C:31]4[CH:32]=[N:33][CH:34]=[CH:35][CH:36]=4)[CH:26]=3)[CH2:23][C:22](=[O:38])[NH:21][C:9]=2[CH:10]=1. The catalyst class is: 2. (4) Reactant: [CH:1]1[C:11]2[CH:10]=[CH:9][C:8]3[CH:12]=[CH:13][CH:14]=[CH:15][C:7]=3[C:6](=[CH:16][C:17](O)=[O:18])[C:5]=2[CH:4]=[CH:3][CH:2]=1.[NH2:20][CH2:21][CH2:22][CH2:23][NH:24][C:25](=[O:31])[O:26][C:27]([CH3:30])([CH3:29])[CH3:28].Cl.C(N=C=NCCCN(C)C)C.C(N(CC)CC)C. Product: [CH:1]1[C:11]2[CH:10]=[CH:9][C:8]3[CH:12]=[CH:13][CH:14]=[CH:15][C:7]=3[C:6](=[CH:16][C:17]([NH:20][CH2:21][CH2:22][CH2:23][NH:24][C:25](=[O:31])[O:26][C:27]([CH3:29])([CH3:28])[CH3:30])=[O:18])[C:5]=2[CH:4]=[CH:3][CH:2]=1. The catalyst class is: 4.